From a dataset of Blood-brain barrier permeability classification from the B3DB database. Regression/Classification. Given a drug SMILES string, predict its absorption, distribution, metabolism, or excretion properties. Task type varies by dataset: regression for continuous measurements (e.g., permeability, clearance, half-life) or binary classification for categorical outcomes (e.g., BBB penetration, CYP inhibition). Dataset: b3db_classification. (1) The result is 1 (penetrates BBB). The drug is CN(C)CCC=C1c2ccccc2C(C)(C)c2ccccc21. (2) The compound is O=c1[nH]cnc2c1ncn2C1CCC(CO)O1. The result is 0 (does not penetrate BBB). (3) The drug is O=C1CN(/N=C/c2ccc([N+](=O)[O-])o2)C(=O)N1. The result is 0 (does not penetrate BBB). (4) The molecule is C=C1CCC(O)CC1=CC=C1CCCC2(C)C1CCC2C(C)CCCC(C)C. The result is 0 (does not penetrate BBB). (5) The compound is CC1(C)OC(=O)Nc2ccc(Br)cc21. The result is 1 (penetrates BBB). (6) The drug is Cc1cc(Br)cc(C(N)=O)c1O. The result is 1 (penetrates BBB). (7) The molecule is C[C@H](Oc1cccc2ccccc12)/C(N)=N\O. The result is 1 (penetrates BBB). (8) The drug is C#CC1(OC(C)=O)CCC2C3CCC4=C/C(=N\O)CCC4C3CCC21CC. The result is 0 (does not penetrate BBB). (9) The compound is CN1C(=O)CC2(CCN(CCCC(=O)c3ccc(F)cc3)CC2)C1=O. The result is 1 (penetrates BBB). (10) The molecule is CC1=CCC2C3Cc4ccc(O)c5c4C2(CCN3C)C1O5. The result is 1 (penetrates BBB).